Dataset: Catalyst prediction with 721,799 reactions and 888 catalyst types from USPTO. Task: Predict which catalyst facilitates the given reaction. (1) Reactant: [H-].[Na+].[Cl:3][C:4]1[CH:5]=[C:6]([O:10][C:11]2[CH:18]=[CH:17][C:16]([CH2:19][OH:20])=[CH:15][C:12]=2[C:13]#[N:14])[CH:7]=[N:8][CH:9]=1.Cl[C:22]1[CH:23]=[C:24]2[N:31]([CH3:32])[CH2:30][CH2:29][N:25]2[C:26](=[O:28])[N:27]=1. Product: [Cl:3][C:4]1[CH:5]=[C:6]([O:10][C:11]2[CH:18]=[CH:17][C:16]([CH2:19][O:20][C:22]3[CH:23]=[C:24]4[N:31]([CH3:32])[CH2:30][CH2:29][N:25]4[C:26](=[O:28])[N:27]=3)=[CH:15][C:12]=2[C:13]#[N:14])[CH:7]=[N:8][CH:9]=1. The catalyst class is: 1. (2) Reactant: C[O:2][C:3]([C:5]1[S:6][C:7]([C:24]2[CH:29]=[CH:28][CH:27]=[CH:26][CH:25]=2)=[CH:8][C:9]=1[N:10]([C:14](=[O:23])[C:15]1[CH:20]=[CH:19][C:18]([Cl:21])=[CH:17][C:16]=1[Cl:22])[CH:11]([CH3:13])[CH3:12])=[O:4].[Li+].[OH-]. Product: [Cl:22][C:16]1[CH:17]=[C:18]([Cl:21])[CH:19]=[CH:20][C:15]=1[C:14]([N:10]([CH:11]([CH3:13])[CH3:12])[C:9]1[CH:8]=[C:7]([C:24]2[CH:25]=[CH:26][CH:27]=[CH:28][CH:29]=2)[S:6][C:5]=1[C:3]([OH:4])=[O:2])=[O:23]. The catalyst class is: 87. (3) Reactant: [Cl:1][C:2]1[CH:17]=[CH:16][C:5]([CH2:6][CH2:7][O:8][C:9]2[N:10]=[N:11][C:12](I)=[CH:13][CH:14]=2)=[CH:4][CH:3]=1.[C:18]([C:21]1[CH:26]=[CH:25][C:24](B(O)O)=[CH:23][CH:22]=1)([OH:20])=[O:19].C(=O)([O-])[O-].[K+].[K+]. Product: [Cl:1][C:2]1[CH:17]=[CH:16][C:5]([CH2:6][CH2:7][O:8][C:9]2[N:10]=[N:11][C:12]([C:24]3[CH:25]=[CH:26][C:21]([C:18]([OH:20])=[O:19])=[CH:22][CH:23]=3)=[CH:13][CH:14]=2)=[CH:4][CH:3]=1. The catalyst class is: 460. (4) Reactant: CC(C1C=[CH:11][C:10]([CH2:13][CH2:14][C:15]([NH:17][C:18]2[CH:19]=[N:20][C:21]3[C:26]([CH:27]=2)=[CH:25][CH:24]=[CH:23][CH:22]=3)=[O:16])=CC=1)CCCC.[CH3:28][CH:29]([C:34]1[CH:42]=[CH:41][C:37]([C:38](O)=O)=[CH:36][CH:35]=1)[CH2:30][CH2:31][CH2:32][CH3:33].[CH3:43]CN(CC)CC.NC1C=NC2C(C=1)=CC=CC=2.CN(C(ON1N=NC2C=CC=CC1=2)=[N+](C)C)C.F[P-](F)(F)(F)(F)F. Product: [CH3:28][CH:29]([C:34]1[CH:42]=[CH:41][C:37]([C:38]2[CH:43]=[C:14]([CH:13]=[CH:10][CH:11]=2)[C:15]([NH:17][C:18]2[CH:19]=[N:20][C:21]3[C:26]([CH:27]=2)=[CH:25][CH:24]=[CH:23][CH:22]=3)=[O:16])=[CH:36][CH:35]=1)[CH2:30][CH2:31][CH2:32][CH3:33]. The catalyst class is: 31. (5) Reactant: O=[C:2]1[CH2:19][CH2:18][C:5]2([CH2:10][CH2:9][N:8]([C:11]([O:13][C:14]([CH3:17])([CH3:16])[CH3:15])=[O:12])[CH2:7][CH2:6]2)[CH2:4][CH2:3]1.[NH:20]1[CH2:23][CH2:22][CH2:21]1.C(O[BH-](OC(=O)C)OC(=O)C)(=O)C.[Na+].C(=O)(O)[O-].[Na+]. Product: [N:20]1([CH:2]2[CH2:19][CH2:18][C:5]3([CH2:10][CH2:9][N:8]([C:11]([O:13][C:14]([CH3:17])([CH3:16])[CH3:15])=[O:12])[CH2:7][CH2:6]3)[CH2:4][CH2:3]2)[CH2:23][CH2:22][CH2:21]1. The catalyst class is: 26.